Dataset: NCI-60 drug combinations with 297,098 pairs across 59 cell lines. Task: Regression. Given two drug SMILES strings and cell line genomic features, predict the synergy score measuring deviation from expected non-interaction effect. (1) Drug 1: CNC(=O)C1=CC=CC=C1SC2=CC3=C(C=C2)C(=NN3)C=CC4=CC=CC=N4. Drug 2: CCN(CC)CCNC(=O)C1=C(NC(=C1C)C=C2C3=C(C=CC(=C3)F)NC2=O)C. Cell line: SK-MEL-28. Synergy scores: CSS=-1.99, Synergy_ZIP=3.62, Synergy_Bliss=2.84, Synergy_Loewe=-4.53, Synergy_HSA=-3.43. (2) Drug 1: CC1=C(C(=O)C2=C(C1=O)N3CC4C(C3(C2COC(=O)N)OC)N4)N. Drug 2: B(C(CC(C)C)NC(=O)C(CC1=CC=CC=C1)NC(=O)C2=NC=CN=C2)(O)O. Cell line: NCI-H460. Synergy scores: CSS=71.3, Synergy_ZIP=0.205, Synergy_Bliss=-1.92, Synergy_Loewe=-2.65, Synergy_HSA=-0.0182. (3) Drug 1: COC1=C(C=C2C(=C1)N=CN=C2NC3=CC(=C(C=C3)F)Cl)OCCCN4CCOCC4. Drug 2: CN1C2=C(C=C(C=C2)N(CCCl)CCCl)N=C1CCCC(=O)O.Cl. Cell line: NCI-H322M. Synergy scores: CSS=44.1, Synergy_ZIP=1.59, Synergy_Bliss=1.66, Synergy_Loewe=-16.3, Synergy_HSA=1.38. (4) Drug 1: C1=CC(=CC=C1CCCC(=O)O)N(CCCl)CCCl. Synergy scores: CSS=16.7, Synergy_ZIP=-7.38, Synergy_Bliss=-6.31, Synergy_Loewe=-5.39, Synergy_HSA=-5.09. Drug 2: C#CCC(CC1=CN=C2C(=N1)C(=NC(=N2)N)N)C3=CC=C(C=C3)C(=O)NC(CCC(=O)O)C(=O)O. Cell line: A498. (5) Drug 1: CC(C)NC(=O)C1=CC=C(C=C1)CNNC.Cl. Drug 2: COCCOC1=C(C=C2C(=C1)C(=NC=N2)NC3=CC=CC(=C3)C#C)OCCOC.Cl. Cell line: CAKI-1. Synergy scores: CSS=19.5, Synergy_ZIP=-2.35, Synergy_Bliss=-2.16, Synergy_Loewe=-1.57, Synergy_HSA=1.13. (6) Drug 1: COC1=C(C=C2C(=C1)N=CN=C2NC3=CC(=C(C=C3)F)Cl)OCCCN4CCOCC4. Drug 2: CC1C(C(=O)NC(C(=O)N2CCCC2C(=O)N(CC(=O)N(C(C(=O)O1)C(C)C)C)C)C(C)C)NC(=O)C3=C4C(=C(C=C3)C)OC5=C(C(=O)C(=C(C5=N4)C(=O)NC6C(OC(=O)C(N(C(=O)CN(C(=O)C7CCCN7C(=O)C(NC6=O)C(C)C)C)C)C(C)C)C)N)C. Cell line: HS 578T. Synergy scores: CSS=17.4, Synergy_ZIP=9.67, Synergy_Bliss=17.1, Synergy_Loewe=17.4, Synergy_HSA=16.9. (7) Cell line: PC-3. Drug 1: C1=CC(=CC=C1CCC2=CNC3=C2C(=O)NC(=N3)N)C(=O)NC(CCC(=O)O)C(=O)O. Drug 2: C1CCC(C(C1)N)N.C(=O)(C(=O)[O-])[O-].[Pt+4]. Synergy scores: CSS=22.3, Synergy_ZIP=-3.08, Synergy_Bliss=-11.2, Synergy_Loewe=-8.12, Synergy_HSA=-7.67. (8) Drug 1: C1CC(CCC1OC2=C(C(=CC=C2)Cl)F)(CC3=NC(=CC=C3)NC4=NC=CS4)C(=O)O. Drug 2: CC(C)(C#N)C1=CC=C(C=C1)N2C3=C4C=C(C=CC4=NC=C3N(C2=O)C)C5=CC6=CC=CC=C6N=C5. Cell line: SK-OV-3. Synergy scores: CSS=62.6, Synergy_ZIP=10.0, Synergy_Bliss=10.2, Synergy_Loewe=-2.74, Synergy_HSA=12.1. (9) Drug 1: CCC1=CC2CC(C3=C(CN(C2)C1)C4=CC=CC=C4N3)(C5=C(C=C6C(=C5)C78CCN9C7C(C=CC9)(C(C(C8N6C)(C(=O)OC)O)OC(=O)C)CC)OC)C(=O)OC.C(C(C(=O)O)O)(C(=O)O)O. Drug 2: CN(CCCl)CCCl.Cl. Cell line: OVCAR-8. Synergy scores: CSS=16.4, Synergy_ZIP=0.328, Synergy_Bliss=-0.668, Synergy_Loewe=-19.5, Synergy_HSA=-1.44.